Dataset: Reaction yield outcomes from USPTO patents with 853,638 reactions. Task: Predict the reaction yield, written as a fraction of the theoretical maximum amount of product (1.0 means a 100% yield; for example, 0.34 means a 34% yield). (1) The reactants are [CH:1]1[C:13]2[CH2:12][C:11]3[C:6](=[CH:7][CH:8]=[CH:9][CH:10]=3)[C:5]=2[CH:4]=[CH:3][CH:2]=1.C([Li])CCC.[CH2:19](Br)[CH2:20][CH2:21][CH2:22][CH2:23][CH3:24].O. The catalyst is C1COCC1. The yield is 0.760. The product is [CH2:19]([CH:12]1[C:11]2[CH:10]=[CH:9][CH:8]=[CH:7][C:6]=2[C:5]2[C:13]1=[CH:1][CH:2]=[CH:3][CH:4]=2)[CH2:20][CH2:21][CH2:22][CH2:23][CH3:24]. (2) The reactants are [CH3:1][N:2]([CH3:16])[S:3]([C:6]1[CH:7]=[C:8]2[C:12](=[CH:13][CH:14]=1)[NH:11][C:10](=[O:15])[CH2:9]2)(=[O:5])=[O:4].[CH2:17]([N:19]([CH2:34][CH3:35])[CH2:20][CH2:21][NH:22][C:23]([C:25]1[C:29]([CH3:30])=[C:28]([CH:31]=O)[NH:27][C:26]=1[CH3:33])=[O:24])[CH3:18]. No catalyst specified. The product is [CH2:34]([N:19]([CH2:17][CH3:18])[CH2:20][CH2:21][NH:22][C:23]([C:25]1[C:29]([CH3:30])=[C:28]([CH:31]=[C:9]2[C:8]3[C:12](=[CH:13][CH:14]=[C:6]([S:3](=[O:5])(=[O:4])[N:2]([CH3:16])[CH3:1])[CH:7]=3)[NH:11][C:10]2=[O:15])[NH:27][C:26]=1[CH3:33])=[O:24])[CH3:35]. The yield is 0.430.